This data is from Full USPTO retrosynthesis dataset with 1.9M reactions from patents (1976-2016). The task is: Predict the reactants needed to synthesize the given product. (1) The reactants are: C([O:5][N:6]=[C:7]1[C:16]2[C:11](=[CH:12][C:13](Br)=[CH:14][CH:15]=2)[O:10][C:9]([C:18]2[N:19]=[CH:20][C:21]3[C:26]([CH:27]=2)=[CH:25][CH:24]=[CH:23][CH:22]=3)=[CH:8]1)(C)(C)C.[CH3:28][O:29][C:30]1[CH:35]=[CH:34][C:33]([C:36]#[CH:37])=[CH:32][CH:31]=1. Given the product [CH:20]1[C:21]2[C:26](=[CH:25][CH:24]=[CH:23][CH:22]=2)[CH:27]=[C:18]([C:9]2[O:10][C:11]3[C:16]([C:7](=[N:6][OH:5])[CH:8]=2)=[CH:15][CH:14]=[C:13]([C:37]#[C:36][C:33]2[CH:34]=[CH:35][C:30]([O:29][CH3:28])=[CH:31][CH:32]=2)[CH:12]=3)[N:19]=1, predict the reactants needed to synthesize it. (2) Given the product [CH3:1][N:2]([CH2:4][C:5]1[CH:14]=[CH:13][C:8]([C:9]([NH:16][NH2:17])=[O:10])=[CH:7][CH:6]=1)[CH3:3], predict the reactants needed to synthesize it. The reactants are: [CH3:1][N:2]([CH2:4][C:5]1[CH:14]=[CH:13][C:8]([C:9](OC)=[O:10])=[CH:7][CH:6]=1)[CH3:3].O.[NH2:16][NH2:17]. (3) Given the product [CH3:1][CH:2]1[CH2:7][CH2:6][N:5]([CH2:8][CH2:9][CH2:10][O:11][C:12]2[C:20]3[N:19]=[C:18]([CH2:21][O:22][C:23]4[CH:24]=[CH:25][C:26]([Cl:29])=[CH:27][CH:28]=4)[N:17]([CH2:30][CH2:31][CH2:32][CH:33]4[CH2:34][CH2:35][NH:36][CH2:37][CH2:38]4)[C:16]=3[CH:15]=[CH:14][CH:13]=2)[CH2:4][CH2:3]1, predict the reactants needed to synthesize it. The reactants are: [CH3:1][CH:2]1[CH2:7][CH2:6][N:5]([CH2:8][CH2:9][CH2:10][O:11][C:12]2[C:20]3[N:19]=[C:18]([CH2:21][O:22][C:23]4[CH:28]=[CH:27][C:26]([Cl:29])=[CH:25][CH:24]=4)[N:17]([CH2:30][CH2:31][CH2:32][CH:33]4[CH2:38][CH2:37][N:36](C(OC(C)(C)C)=O)[CH2:35][CH2:34]4)[C:16]=3[CH:15]=[CH:14][CH:13]=2)[CH2:4][CH2:3]1.FC(F)(F)C(O)=O.